Dataset: Reaction yield outcomes from USPTO patents with 853,638 reactions. Task: Predict the reaction yield, written as a fraction of the theoretical maximum amount of product (1.0 means a 100% yield; for example, 0.34 means a 34% yield). (1) The reactants are [CH2:1]([O:3][C:4]([C:6]1[C:7]([CH3:23])=[C:8]([C:16]([O:18][C:19]([CH3:22])([CH3:21])[CH3:20])=[O:17])[NH:9][C:10]=1[CH:11]=[CH:12][CH2:13][CH2:14][Br:15])=[O:5])[CH3:2]. The catalyst is C(O)C.[Pd]. The product is [CH2:1]([O:3][C:4]([C:6]1[C:7]([CH3:23])=[C:8]([C:16]([O:18][C:19]([CH3:22])([CH3:21])[CH3:20])=[O:17])[NH:9][C:10]=1[CH2:11][CH2:12][CH2:13][CH2:14][Br:15])=[O:5])[CH3:2]. The yield is 0.700. (2) The reactants are [CH3:1][C:2]([C:4]1[CH:9]=[CH:8][C:7]([OH:10])=[C:6]([O:11][CH3:12])[CH:5]=1)=[O:3].[CH2:13](Br)[C:14]1[CH:19]=[CH:18][CH:17]=[CH:16][CH:15]=1.C(=O)([O-])[O-].[K+].[K+]. The catalyst is CN(C=O)C. The product is [CH2:13]([O:10][C:7]1[CH:8]=[CH:9][C:4]([C:2](=[O:3])[CH3:1])=[CH:5][C:6]=1[O:11][CH3:12])[C:14]1[CH:19]=[CH:18][CH:17]=[CH:16][CH:15]=1. The yield is 0.990. (3) The reactants are [Br:1][C:2]1[C:3]([F:12])=[C:4]2[C:10]([NH2:11])=[CH:9][NH:8][C:5]2=[N:6][CH:7]=1.[CH3:13][C:14]1[N:22]=[CH:21][CH:20]=[CH:19][C:15]=1[C:16](O)=[O:17].O=C1N(P(Cl)(N2CCOC2=O)=O)CCO1.C(N(CC)CC)C.[Li+].[OH-]. The catalyst is C(Cl)Cl. The product is [Br:1][C:2]1[C:3]([F:12])=[C:4]2[C:10]([NH:11][C:16](=[O:17])[C:15]3[CH:19]=[CH:20][CH:21]=[N:22][C:14]=3[CH3:13])=[CH:9][NH:8][C:5]2=[N:6][CH:7]=1. The yield is 0.840.